Task: Predict which catalyst facilitates the given reaction.. Dataset: Catalyst prediction with 721,799 reactions and 888 catalyst types from USPTO Reactant: C([N:8]1[CH2:13][CH2:12][CH:11]([O:14][C:15]2[C:16]([C:21]3[CH:26]=[CH:25][N:24]=[CH:23][CH:22]=3)=[N:17][CH:18]=[CH:19][CH:20]=2)[CH2:10][CH2:9]1)C1C=CC=CC=1.C([O-])=O.[NH4+]. The catalyst class is: 43. Product: [NH:8]1[CH2:9][CH2:10][CH:11]([O:14][C:15]2[C:16]([C:21]3[CH:26]=[CH:25][N:24]=[CH:23][CH:22]=3)=[N:17][CH:18]=[CH:19][CH:20]=2)[CH2:12][CH2:13]1.